Dataset: Reaction yield outcomes from USPTO patents with 853,638 reactions. Task: Predict the reaction yield, written as a fraction of the theoretical maximum amount of product (1.0 means a 100% yield; for example, 0.34 means a 34% yield). The reactants are COC1C=CC(C[N:8]2[C:12]3=[N:13][CH:14]=[CH:15][C:16]([O:17][C:18]4[CH:23]=[CH:22][C:21]([NH:24][C:25]5[N:40]=[CH:39][CH:38]=[CH:37][C:26]=5[C:27]([NH:29][C:30]5[CH:35]=[CH:34][C:33]([F:36])=[CH:32][CH:31]=5)=[O:28])=[CH:20][C:19]=4[F:41])=[C:11]3[C:10]([NH:42][CH:43]3[CH2:48][CH2:47][N:46]([CH3:49])[CH2:45][CH2:44]3)=[N:9]2)=CC=1.C(O)(C(F)(F)F)=O. No catalyst specified. The product is [F:41][C:19]1[CH:20]=[C:21]([NH:24][C:25]2[N:40]=[CH:39][CH:38]=[CH:37][C:26]=2[C:27]([NH:29][C:30]2[CH:35]=[CH:34][C:33]([F:36])=[CH:32][CH:31]=2)=[O:28])[CH:22]=[CH:23][C:18]=1[O:17][C:16]1[CH:15]=[CH:14][N:13]=[C:12]2[NH:8][N:9]=[C:10]([NH:42][CH:43]3[CH2:48][CH2:47][N:46]([CH3:49])[CH2:45][CH2:44]3)[C:11]=12. The yield is 0.460.